This data is from Catalyst prediction with 721,799 reactions and 888 catalyst types from USPTO. The task is: Predict which catalyst facilitates the given reaction. (1) Reactant: N1C=CN=C1.[CH2:6]([Si:8](Cl)([CH2:11][CH3:12])[CH2:9][CH3:10])[CH3:7].[Br:14][C:15]1[S:19][C:18]([C:20]2[CH:44]=[CH:43][C:23]([CH2:24][CH:25]([CH2:30][C:31]3[CH:36]=[CH:35][C:34]([C:37]4[S:38][C:39]([Br:42])=[CH:40][CH:41]=4)=[CH:33][CH:32]=3)[C:26]([CH3:29])([OH:28])[CH3:27])=[CH:22][CH:21]=2)=[CH:17][CH:16]=1.[Cl-].[NH4+]. Product: [Br:42][C:39]1[S:38][C:37]([C:34]2[CH:33]=[CH:32][C:31]([CH2:30][CH:25]([CH2:24][C:23]3[CH:43]=[CH:44][C:20]([C:18]4[S:19][C:15]([Br:14])=[CH:16][CH:17]=4)=[CH:21][CH:22]=3)[C:26]([O:28][Si:8]([CH2:11][CH3:12])([CH2:9][CH3:10])[CH2:6][CH3:7])([CH3:27])[CH3:29])=[CH:36][CH:35]=2)=[CH:41][CH:40]=1. The catalyst class is: 9. (2) Reactant: [CH:1]1[C:6]([C:7]([NH2:9])=[S:8])=[CH:5][CH:4]=[N:3][CH:2]=1.Br[CH2:11][C:12](=O)[C:13]([O:15][CH2:16][CH3:17])=[O:14].N1C(C)=CC=CC=1C.O. The catalyst class is: 353. Product: [N:3]1[CH:4]=[CH:5][C:6]([C:7]2[S:8][CH:11]=[C:12]([C:13]([O:15][CH2:16][CH3:17])=[O:14])[N:9]=2)=[CH:1][CH:2]=1. (3) Reactant: [CH2:1]([C:4]1[C:13]2[C:8](=[CH:9][CH:10]=[CH:11][CH:12]=2)[C:7]([CH2:14][CH2:15][CH3:16])=[C:6]([C:17](OC)=[O:18])[C:5]=1[C:21](OC)=[O:22])[CH2:2][CH3:3].C1COCC1.[H-].[H-].[H-].[H-].[Li+].[Al+3].OS(O)(=O)=O. Product: [OH:18][CH2:17][C:6]1[C:5]([CH2:21][OH:22])=[C:4]([CH2:1][CH2:2][CH3:3])[C:13]2[C:8](=[CH:9][CH:10]=[CH:11][CH:12]=2)[C:7]=1[CH2:14][CH2:15][CH3:16]. The catalyst class is: 6. (4) Reactant: [NH2:1][C:2]1[CH:7]=[C:6]([S:8]([CH2:11][CH3:12])(=[O:10])=[O:9])[CH:5]=[CH:4][C:3]=1[OH:13].[CH3:14][C:15]1[S:19][C:18]([CH:20]=O)=[CH:17][CH:16]=1.C([O-])(=O)C.C([O-])(=O)C.C([O-])(=O)C.C([O-])(=O)C.[Pb+4]. Product: [CH2:11]([S:8]([C:6]1[CH:5]=[CH:4][C:3]2[O:13][C:20]([C:18]3[S:19][C:15]([CH3:14])=[CH:16][CH:17]=3)=[N:1][C:2]=2[CH:7]=1)(=[O:10])=[O:9])[CH3:12]. The catalyst class is: 8. (5) Reactant: C(OC(=O)[NH:7][C@@H:8]1[CH2:12][CH2:11][N:10]([C:13](=[O:37])[CH2:14][N:15]2[CH2:20][CH2:19][CH:18]([O:21][C:22](=[O:36])[NH:23][C:24]3[CH:29]=[CH:28][CH:27]=[CH:26][C:25]=3[C:30]3[CH:35]=[CH:34][CH:33]=[CH:32][CH:31]=3)[CH2:17][CH2:16]2)[CH2:9]1)(C)(C)C.FC(F)(F)C(O)=O.C([O-])(O)=O.[Na+]. Product: [NH2:7][C@@H:8]1[CH2:12][CH2:11][N:10]([C:13](=[O:37])[CH2:14][N:15]2[CH2:20][CH2:19][CH:18]([O:21][C:22](=[O:36])[NH:23][C:24]3[CH:29]=[CH:28][CH:27]=[CH:26][C:25]=3[C:30]3[CH:35]=[CH:34][CH:33]=[CH:32][CH:31]=3)[CH2:17][CH2:16]2)[CH2:9]1. The catalyst class is: 4.